From a dataset of NCI-60 drug combinations with 297,098 pairs across 59 cell lines. Regression. Given two drug SMILES strings and cell line genomic features, predict the synergy score measuring deviation from expected non-interaction effect. (1) Drug 1: CC(C)CN1C=NC2=C1C3=CC=CC=C3N=C2N. Drug 2: CC1C(C(CC(O1)OC2CC(CC3=C2C(=C4C(=C3O)C(=O)C5=C(C4=O)C(=CC=C5)OC)O)(C(=O)CO)O)N)O.Cl. Cell line: COLO 205. Synergy scores: CSS=49.1, Synergy_ZIP=1.15, Synergy_Bliss=1.99, Synergy_Loewe=-12.2, Synergy_HSA=-1.48. (2) Drug 1: CCC1(CC2CC(C3=C(CCN(C2)C1)C4=CC=CC=C4N3)(C5=C(C=C6C(=C5)C78CCN9C7C(C=CC9)(C(C(C8N6C=O)(C(=O)OC)O)OC(=O)C)CC)OC)C(=O)OC)O.OS(=O)(=O)O. Drug 2: CC1=C(C(=O)C2=C(C1=O)N3CC4C(C3(C2COC(=O)N)OC)N4)N. Cell line: SF-539. Synergy scores: CSS=46.5, Synergy_ZIP=8.06, Synergy_Bliss=6.60, Synergy_Loewe=3.62, Synergy_HSA=7.85. (3) Drug 1: CS(=O)(=O)C1=CC(=C(C=C1)C(=O)NC2=CC(=C(C=C2)Cl)C3=CC=CC=N3)Cl. Drug 2: CC1=C(C(=CC=C1)Cl)NC(=O)C2=CN=C(S2)NC3=CC(=NC(=N3)C)N4CCN(CC4)CCO. Cell line: UACC-257. Synergy scores: CSS=1.26, Synergy_ZIP=-0.652, Synergy_Bliss=-4.04, Synergy_Loewe=-8.71, Synergy_HSA=-5.83.